This data is from Reaction yield outcomes from USPTO patents with 853,638 reactions. The task is: Predict the reaction yield, written as a fraction of the theoretical maximum amount of product (1.0 means a 100% yield; for example, 0.34 means a 34% yield). (1) The reactants are [C:1]([O:5][C:6]([N:8]1[CH2:12][CH:11]=[C:10](OS(C(F)(F)F)(=O)=O)[CH2:9]1)=[O:7])([CH3:4])([CH3:3])[CH3:2].C(=O)([O-])[O-].[K+].[K+].CC1(C)C(C)(C)OB([C:35]2[CH:36]=[CH:37][C:38]([NH2:41])=[N:39][CH:40]=2)O1.C([O-])(O)=O.[Na+]. The catalyst is C1COCC1.O. The product is [NH2:41][C:38]1[N:39]=[CH:40][C:35]([C:10]2[CH2:9][N:8]([C:6]([O:5][C:1]([CH3:4])([CH3:3])[CH3:2])=[O:7])[CH2:12][CH:11]=2)=[CH:36][CH:37]=1. The yield is 0.460. (2) The reactants are [Cl:1][C:2]1[CH:3]=N[N:5]2[C:10](=[O:11])[C:9]3=[C:12]([Cl:15])[CH:13]=[N:14][N:8]3[C:7](=O)[C:6]=12.ClC1C=[C:23]([F:25])[CH:22]=CC=1N. The catalyst is CCCCC. The product is [Cl:15][C:12]1[C:9]([C:10]([NH:5][C:6]2[CH:7]=[CH:22][C:23]([F:25])=[CH:3][C:2]=2[Cl:1])=[O:11])=[N:8][NH:14][CH:13]=1. The yield is 0.770. (3) The reactants are [Cl:1][C:2]1[CH:3]=[C:4]([NH:9][C:10]2[C:11]3[CH:21]=[CH:20][C:19]([C:22]#[N:23])=[CH:18][C:12]=3[S:13][C:14]=2[N+:15]([O-])=O)[CH:5]=[CH:6][C:7]=1[F:8].[NH4+].[Cl-]. The catalyst is C1COCC1.CO.[Zn]. The product is [NH2:15][C:14]1[S:13][C:12]2[CH:18]=[C:19]([C:22]#[N:23])[CH:20]=[CH:21][C:11]=2[C:10]=1[NH:9][C:4]1[CH:5]=[CH:6][C:7]([F:8])=[C:2]([Cl:1])[CH:3]=1. The yield is 0.440. (4) The reactants are [Cl:1][C:2]1[CH:10]=[CH:9][C:8](SC)=[CH:7][C:3]=1[C:4]([OH:6])=[O:5].O[O:14][S:15]([O-:17])=O.[K+].[CH3:19]O. No catalyst specified. The product is [Cl:1][C:2]1[CH:10]=[CH:9][C:8]([S:15]([CH3:19])(=[O:17])=[O:14])=[CH:7][C:3]=1[C:4]([OH:6])=[O:5]. The yield is 0.700. (5) The reactants are Cl.Cl.[CH3:3][C@H:4]1[C:12]2[C:11]([N:13]3[CH2:18][CH2:17][NH:16][CH2:15][C@@H:14]3[CH3:19])=[N:10][CH:9]=[N:8][C:7]=2[CH2:6][CH2:5]1.C(N([CH2:25][CH3:26])CC)C.[C:27]([O:31][C:32]([NH:34][C:35]([CH2:40][C:41]1[CH:46]=[CH:45][C:44](Cl)=C(F)C=1)(C)C(O)=O)=[O:33])([CH3:30])([CH3:29])[CH3:28].CN([C:52]([O:56]N1N=NC2C=CC=CC1=2)=[N+](C)C)C.[F:66][P-](F)(F)(F)(F)F.[CH2:73]([Cl:75])Cl. No catalyst specified. The product is [Cl:75][C:73]1[CH:44]=[CH:45][C:46]([CH2:41][CH:40]([C:52]([N:16]2[CH2:17][CH2:18][N:13]([C:11]3[C:12]4[C@H:4]([CH3:3])[CH2:5][CH2:6][C:7]=4[N:8]=[CH:9][N:10]=3)[C@@H:14]([CH3:19])[CH2:15]2)=[O:56])[CH2:35][NH:34][C:32](=[O:33])[O:31][C:27]([CH3:28])([CH3:29])[CH3:30])=[CH:26][C:25]=1[F:66]. The yield is 0.720. (6) The reactants are [F:1][C:2]1[CH:17]=[CH:16][C:5]([CH2:6][O:7][C:8]2[CH:9]=[CH:10][C:11]([CH:14]=O)=[N:12][CH:13]=2)=[CH:4][CH:3]=1.[CH3:18][O:19][C:20](=[O:39])[CH:21](P(OC)(OC)=O)[O:22][C:23]([O:25][C:26]([CH3:32])([CH3:31])[C:27]([Cl:30])([Cl:29])[Cl:28])=[O:24].C[Si](N[Si](C)(C)C)(C)C.[Li].[Cl-].[NH4+]. The catalyst is C1COCC1. The product is [CH3:18][O:19][C:20](=[O:39])[C:21]([O:22][C:23]([O:25][C:26]([CH3:31])([CH3:32])[C:27]([Cl:28])([Cl:30])[Cl:29])=[O:24])=[CH:14][C:11]1[CH:10]=[CH:9][C:8]([O:7][CH2:6][C:5]2[CH:16]=[CH:17][C:2]([F:1])=[CH:3][CH:4]=2)=[CH:13][N:12]=1. The yield is 0.500. (7) The reactants are [CH2:1]([C:3]1[CH:4]=[CH:5][C:6]2[N:7]([C:9]([C:30]3[CH:35]=[CH:34][CH:33]=[CH:32][CH:31]=3)=[C:10]([C:12]3[CH:17]=[CH:16][C:15]([C:18]4([NH:22]C(=O)OC(C)(C)C)[CH2:21][CH2:20][CH2:19]4)=[CH:14][CH:13]=3)[N:11]=2)[N:8]=1)[CH3:2].Cl.O1CCOCC1.[OH-].[Na+]. The catalyst is C(Cl)Cl.CO. The product is [CH2:1]([C:3]1[CH:4]=[CH:5][C:6]2[N:7]([C:9]([C:30]3[CH:31]=[CH:32][CH:33]=[CH:34][CH:35]=3)=[C:10]([C:12]3[CH:17]=[CH:16][C:15]([C:18]4([NH2:22])[CH2:19][CH2:20][CH2:21]4)=[CH:14][CH:13]=3)[N:11]=2)[N:8]=1)[CH3:2]. The yield is 0.520. (8) The reactants are [CH:1]1([N:4]2[C:8]([N:9]3[CH2:15][CH2:14][CH:13]([O:16][CH3:17])[CH:12]([NH:18]C(=O)OC(C)(C)C)[CH2:11][CH2:10]3)=[C:7]([N+:26]([O-])=O)[CH:6]=[N:5]2)[CH2:3][CH2:2]1.C(OC([NH:36][C:37]1[S:41][C:40]([C:42]2[C:47]([F:48])=[CH:46][CH:45]=[CH:44][C:43]=2[F:49])=[N:39][C:38]=1[C:50](O)=[O:51])=O)(C)(C)C. No catalyst specified. The product is [NH2:36][C:37]1[S:41][C:40]([C:42]2[C:47]([F:48])=[CH:46][CH:45]=[CH:44][C:43]=2[F:49])=[N:39][C:38]=1[C:50]([NH:26][C:7]1[CH:6]=[N:5][N:4]([CH:1]2[CH2:2][CH2:3]2)[C:8]=1[N:9]1[CH2:15][CH2:14][C@@H:13]([O:16][CH3:17])[C@@H:12]([NH2:18])[CH2:11][CH2:10]1)=[O:51]. The yield is 0.230. (9) The reactants are [CH2:1]([NH:8][C:9]([C:11]1[C:20]2[C:15](=[C:16]([N+:21]([O-])=O)[CH:17]=[CH:18][CH:19]=2)[CH:14]=[CH:13][CH:12]=1)=[O:10])[C:2]1[CH:7]=[CH:6][CH:5]=[CH:4][CH:3]=1. The catalyst is [Pd].CO. The product is [NH2:21][C:16]1[CH:17]=[CH:18][CH:19]=[C:20]2[C:15]=1[CH:14]=[CH:13][CH:12]=[C:11]2[C:9]([NH:8][CH2:1][C:2]1[CH:3]=[CH:4][CH:5]=[CH:6][CH:7]=1)=[O:10]. The yield is 0.887. (10) The reactants are F[C:2]1[CH:7]=[CH:6][C:5]([C:8]2[C:9]([C:26]3[S:27][CH:28]=[CH:29][CH:30]=3)=[C:10]([C:14]([C:16]([C:18]3[CH:23]=[CH:22][C:21]([CH3:24])=[C:20]([F:25])[CH:19]=3)=[O:17])=[O:15])[CH:11]=[CH:12][CH:13]=2)=[CH:4][CH:3]=1.[CH3:31][S:32]([O-:34])=[O:33].[Na+].O. The catalyst is CN(C)C=O. The product is [CH3:31][S:32]([C:2]1[CH:7]=[CH:6][C:5]([C:8]2[C:9]([C:26]3[S:27][CH:28]=[CH:29][CH:30]=3)=[C:10]([C:14]([C:16]([C:18]3[CH:23]=[CH:22][C:21]([CH3:24])=[C:20]([F:25])[CH:19]=3)=[O:17])=[O:15])[CH:11]=[CH:12][CH:13]=2)=[CH:4][CH:3]=1)(=[O:34])=[O:33]. The yield is 0.450.